Dataset: Catalyst prediction with 721,799 reactions and 888 catalyst types from USPTO. Task: Predict which catalyst facilitates the given reaction. (1) The catalyst class is: 2. Product: [F:39][C:40]([F:45])([F:44])[C:41]([OH:43])=[O:42].[CH2:1]([C:3]1[N:7]=[C:6]([CH2:8][N:9]2[C:14]3[CH:15]=[C:16]([C:18]4[CH:23]=[CH:22][CH:21]=[CH:20][CH:19]=4)[S:17][C:13]=3[C:12](=[O:24])[N:11]([CH:25]3[CH2:30][CH2:29][NH:28][CH2:27][CH2:26]3)[C:10]2=[O:38])[S:5][N:4]=1)[CH3:2]. Reactant: [CH2:1]([C:3]1[N:7]=[C:6]([CH2:8][N:9]2[C:14]3[CH:15]=[C:16]([C:18]4[CH:23]=[CH:22][CH:21]=[CH:20][CH:19]=4)[S:17][C:13]=3[C:12](=[O:24])[N:11]([CH:25]3[CH2:30][CH2:29][N:28](C(OC(C)(C)C)=O)[CH2:27][CH2:26]3)[C:10]2=[O:38])[S:5][N:4]=1)[CH3:2].[F:39][C:40]([F:45])([F:44])[C:41]([OH:43])=[O:42]. (2) Reactant: [CH:1](O)=[O:2].C(OC(=O)C)(=O)C.[NH2:11][C:12]12[C:30](=[O:31])[C:29]3[C:24](=[CH:25][CH:26]=[CH:27][CH:28]=3)[C:13]1([OH:32])[O:14][C:15]1[CH:20]=[C:19]([CH:21]([CH3:23])[CH3:22])[CH:18]=[CH:17][C:16]=12. Product: [OH:32][C:13]12[C:24]3[C:29](=[CH:28][CH:27]=[CH:26][CH:25]=3)[C:30](=[O:31])[C:12]1([NH:11][CH:1]=[O:2])[C:16]1[CH:17]=[CH:18][C:19]([CH:21]([CH3:23])[CH3:22])=[CH:20][C:15]=1[O:14]2. The catalyst class is: 2. (3) Reactant: [CH3:1][O:2][C:3]1[CH:8]=[CH:7][C:6]([SH:9])=[CH:5][CH:4]=1.[Br:10][C:11]1[C:24]2[C:15](=[N:16][C:17]3[C:22]([C:23]=2Cl)=[CH:21][CH:20]=[C:19]([O:26][CH3:27])[CH:18]=3)[CH:14]=[CH:13][CH:12]=1.[H-].[Na+]. Product: [Br:10][C:11]1[C:24]2[C:15](=[N:16][C:17]3[C:22]([C:23]=2[S:9][C:6]2[CH:7]=[CH:8][C:3]([O:2][CH3:1])=[CH:4][CH:5]=2)=[CH:21][CH:20]=[C:19]([O:26][CH3:27])[CH:18]=3)[CH:14]=[CH:13][CH:12]=1. The catalyst class is: 3. (4) Reactant: [CH2:1]([C:8]1[N:13]=[C:12]([N:14]([CH2:21][CH3:22])[CH2:15][C:16]2[NH:17][CH:18]=[N:19][CH:20]=2)[CH:11]=[C:10](Cl)[N:9]=1)[C:2]1[CH:7]=[CH:6][CH:5]=[CH:4][CH:3]=1.C([O-])=O.[NH4+]. Product: [CH2:1]([C:8]1[N:13]=[C:12]([N:14]([CH2:21][CH3:22])[CH2:15][C:16]2[NH:17][CH:18]=[N:19][CH:20]=2)[CH:11]=[CH:10][N:9]=1)[C:2]1[CH:3]=[CH:4][CH:5]=[CH:6][CH:7]=1. The catalyst class is: 19.